From a dataset of Forward reaction prediction with 1.9M reactions from USPTO patents (1976-2016). Predict the product of the given reaction. (1) Given the reactants [OH-].[K+:2].C(O)CCCC[CH2:8][OH:9].[C:11](=[O:16])([O:14]C)OC.CN1C[CH2:21][CH2:20][C:19]1=[O:23], predict the reaction product. The product is: [OH-:9].[K+:2].[CH2:19]([C:20]([CH2:8][OH:9])([CH3:21])[C:11]([OH:14])=[O:16])[OH:23]. (2) Given the reactants C(O)(=O)C.C(O)(=O)C.IC1C=CC=CC=1.[Cl:16][C:17]1[N:22]=[C:21]([N:23]2[CH2:28][CH2:27][O:26][CH2:25][C@H:24]2[CH3:29])[CH:20]=[C:19]([C:30]([S:33]([CH3:35])=[O:34])([CH3:32])[CH3:31])[N:18]=1.[O-2].[Mg+2].[F:38][C:39]([F:44])([F:43])[C:40]([NH2:42])=[O:41], predict the reaction product. The product is: [Cl:16][C:17]1[N:18]=[C:19]([C:30]([S:33]([CH3:35])(=[O:34])=[N:42][C:40](=[O:41])[C:39]([F:44])([F:43])[F:38])([CH3:32])[CH3:31])[CH:20]=[C:21]([N:23]2[CH2:28][CH2:27][O:26][CH2:25][C@H:24]2[CH3:29])[N:22]=1. (3) The product is: [Cl:3][C:4]1[CH:34]=[CH:33][CH:32]=[CH:31][C:5]=1[CH2:6][O:7][C:8](=[O:30])[NH:9][C:10]1[CH:14]=[N:13][N:12]([CH2:15][C:16]2[N:17]=[C:18]([CH2:21][OH:22])[O:19][CH:20]=2)[N:11]=1. Given the reactants N#N.[Cl:3][C:4]1[CH:34]=[CH:33][CH:32]=[CH:31][C:5]=1[CH2:6][O:7][C:8](=[O:30])[NH:9][C:10]1[CH:14]=[N:13][N:12]([CH2:15][C:16]2[N:17]=[C:18]([C:21](C)(C)[O:22][SiH2]C(C)(C)C)[O:19][CH:20]=2)[N:11]=1.CCCC[N+](CCCC)(CCCC)CCCC.[F-].[NH4+].[Cl-], predict the reaction product. (4) Given the reactants [N:1]([CH2:4][CH2:5][OH:6])=[N+:2]=[N-:3].C(N(CC)CC)C.[S:14](Cl)([C:17]1[CH:23]=[CH:22][C:20]([CH3:21])=[CH:19][CH:18]=1)(=[O:16])=[O:15], predict the reaction product. The product is: [N:1]([CH2:4][CH2:5][O:6][S:14]([C:17]1[CH:23]=[CH:22][C:20]([CH3:21])=[CH:19][CH:18]=1)(=[O:16])=[O:15])=[N+:2]=[N-:3]. (5) Given the reactants Br[C:2]1[C:3]2[CH2:10][CH2:9][CH:8]([NH:11][C:12](=[O:15])[CH2:13][CH3:14])[C:4]=2[CH:5]=[N:6][CH:7]=1.[C:16]([C:18]1[CH:23]=[CH:22][C:21](B(O)O)=[CH:20][CH:19]=1)#[N:17], predict the reaction product. The product is: [C:16]([C:18]1[CH:23]=[CH:22][C:21]([C:2]2[C:3]3[CH2:10][CH2:9][CH:8]([NH:11][C:12](=[O:15])[CH2:13][CH3:14])[C:4]=3[CH:5]=[N:6][CH:7]=2)=[CH:20][CH:19]=1)#[N:17]. (6) Given the reactants [CH3:1][O:2][C:3]1[CH:8]=[CH:7][CH:6]=[CH:5][C:4]=1[N:9]1[CH2:14][CH2:13][NH:12][CH2:11][CH2:10]1.[Cl:15][C:16]1[CH:21]=[CH:20][C:19]([C:22]2[C:23]([CH:28]=O)=[CH:24][CH:25]=[CH:26][CH:27]=2)=[CH:18][CH:17]=1.[BH-](OC(C)=O)(OC(C)=O)OC(C)=O.[Na+].C1(C2C=CC=CC=2)C=CC=CC=1CN1CCN(C2C=CC=CC=2)CC1, predict the reaction product. The product is: [Cl:15][C:16]1[CH:17]=[CH:18][C:19]([C:22]2[CH:27]=[CH:26][CH:25]=[CH:24][C:23]=2[CH2:28][N:12]2[CH2:13][CH2:14][N:9]([C:4]3[CH:5]=[CH:6][CH:7]=[CH:8][C:3]=3[O:2][CH3:1])[CH2:10][CH2:11]2)=[CH:20][CH:21]=1. (7) Given the reactants [Cl:1][C:2]1[N:10]=[CH:9][CH:8]=[CH:7][C:3]=1[CH:4]=[N:5][OH:6].[CH2:11]=[CH2:12].Cl[O-].[Na+], predict the reaction product. The product is: [Cl:1][C:2]1[C:3]([C:4]2[CH2:12][CH2:11][O:6][N:5]=2)=[CH:7][CH:8]=[CH:9][N:10]=1. (8) Given the reactants [F:1][C:2]1[CH:7]=[C:6]([N+:8]([O-])=O)[CH:5]=[CH:4][C:3]=1[N:11]1[CH2:16][CH:15]2[CH:13]([CH2:14]2)[CH2:12]1.[Cl-].[NH4+].N1C=CC=CC=1.Cl[C:26]([O:28][CH2:29][C:30]1[CH:35]=[CH:34][CH:33]=[CH:32][CH:31]=1)=[O:27], predict the reaction product. The product is: [CH2:29]([O:28][C:26](=[O:27])[NH:8][C:6]1[CH:5]=[CH:4][C:3]([N:11]2[CH2:16][CH:15]3[CH:13]([CH2:14]3)[CH2:12]2)=[C:2]([F:1])[CH:7]=1)[C:30]1[CH:35]=[CH:34][CH:33]=[CH:32][CH:31]=1. (9) The product is: [ClH:1].[Cl:1][C:2]1[C:10]([O:11][CH2:12][CH2:13][CH2:14][NH2:15])=[CH:9][C:8]([I:23])=[C:7]2[C:3]=1[CH2:4][NH:5][C:6]2=[O:24]. Given the reactants [Cl:1][C:2]1[C:10]([O:11][CH2:12][CH2:13][CH2:14][NH:15]C(OC(C)(C)C)=O)=[CH:9][C:8]([I:23])=[C:7]2[C:3]=1[CH2:4][NH:5][C:6]2=[O:24].Cl.CO.C(OC(C)C)(C)C, predict the reaction product.